Dataset: Forward reaction prediction with 1.9M reactions from USPTO patents (1976-2016). Task: Predict the product of the given reaction. Given the reactants [C:1]([O:5][C:6](=[O:25])[N:7]([CH2:9][C:10]1[CH:14]=[C:13](Br)[N:12]([S:16]([C:19]2[CH:20]=[N:21][CH:22]=[CH:23][CH:24]=2)(=[O:18])=[O:17])[CH:11]=1)[CH3:8])([CH3:4])([CH3:3])[CH3:2].[CH3:26][C:27]1[CH:32]=[CH:31][CH:30]=[CH:29][C:28]=1B(O)O.C(=O)([O-])[O-].[Na+].[Na+], predict the reaction product. The product is: [CH3:8][N:7]([CH2:9][C:10]1[CH:14]=[C:13]([C:28]2[CH:29]=[CH:30][CH:31]=[CH:32][C:27]=2[CH3:26])[N:12]([S:16]([C:19]2[CH:20]=[N:21][CH:22]=[CH:23][CH:24]=2)(=[O:18])=[O:17])[CH:11]=1)[C:6](=[O:25])[O:5][C:1]([CH3:4])([CH3:3])[CH3:2].